From a dataset of Full USPTO retrosynthesis dataset with 1.9M reactions from patents (1976-2016). Predict the reactants needed to synthesize the given product. (1) Given the product [NH:13]1[C:21]2[C:16](=[CH:17][CH:18]=[CH:19][CH:20]=2)[C:15]([C:22]2[CH:23]=[C:24]([NH:27][C:10](=[O:12])[CH2:9][CH2:8][CH2:7][N:1]3[CH2:2][CH2:3][CH2:4][CH2:5][CH2:6]3)[NH:25][N:26]=2)=[CH:14]1, predict the reactants needed to synthesize it. The reactants are: [N:1]1([CH2:7][CH2:8][CH2:9][C:10]([OH:12])=O)[CH2:6][CH2:5][CH2:4][CH2:3][CH2:2]1.[NH:13]1[C:21]2[C:16](=[CH:17][CH:18]=[CH:19][CH:20]=2)[C:15]([C:22]2[CH:23]=[C:24]([NH2:27])[NH:25][N:26]=2)=[CH:14]1.C([O-])=O. (2) Given the product [Si:39]([O:1][C@@H:2]1[CH2:26][CH2:25][C@@:24]2([CH3:27])[CH:4]([CH2:5][C@@H:6]([OH:29])[C@@H:7]3[C@@H:23]2[CH2:22][CH2:21][C@@:20]2([CH3:28])[C@H:8]3[CH2:9][CH2:10][C@@H:11]2[C@H:12]([CH3:19])[CH2:13][CH2:14][C:15]([O:17][CH3:18])=[O:16])[CH2:3]1)([C:36]([CH3:38])([CH3:37])[CH3:35])([C:46]1[CH:47]=[CH:48][CH:49]=[CH:50][CH:51]=1)[C:40]1[CH:45]=[CH:44][CH:43]=[CH:42][CH:41]=1, predict the reactants needed to synthesize it. The reactants are: [OH:1][C@@H:2]1[CH2:26][CH2:25][C@@:24]2([CH3:27])[CH:4]([CH2:5][C@@H:6]([OH:29])[C@@H:7]3[C@@H:23]2[CH2:22][CH2:21][C@@:20]2([CH3:28])[C@H:8]3[CH2:9][CH2:10][C@@H:11]2[C@H:12]([CH3:19])[CH2:13][CH2:14][C:15]([O:17][CH3:18])=[O:16])[CH2:3]1.N1C=CN=C1.[CH3:35][C:36]([Si:39](Cl)([C:46]1[CH:51]=[CH:50][CH:49]=[CH:48][CH:47]=1)[C:40]1[CH:45]=[CH:44][CH:43]=[CH:42][CH:41]=1)([CH3:38])[CH3:37]. (3) Given the product [CH3:10][O:9][C:7]([CH:4]1[CH2:5][CH2:6][CH:1]([C:11]([OH:13])=[O:12])[CH2:2][CH2:3]1)=[O:8], predict the reactants needed to synthesize it. The reactants are: [CH:1]1([C:11]([O:13]C)=[O:12])[CH2:6][CH2:5][CH:4]([C:7]([O:9][CH3:10])=[O:8])[CH2:3][CH2:2]1.[OH-].[Li+]. (4) Given the product [O:21]1[CH2:22][CH2:23][N:24]=[C:20]1[C:17]1[CH:18]=[CH:19][C:14]([N:11]2[CH2:12][CH2:13][NH:8][CH2:9][CH2:10]2)=[CH:15][CH:16]=1, predict the reactants needed to synthesize it. The reactants are: C(OC([N:8]1[CH2:13][CH2:12][N:11]([C:14]2[CH:19]=[CH:18][C:17]([C:20]3[O:21][CH2:22][CH2:23][N:24]=3)=[CH:16][CH:15]=2)[CH2:10][CH2:9]1)=O)(C)(C)C.FC(F)(F)C(O)=O. (5) The reactants are: [CH:1]([N:4]1[CH2:9][CH2:8][N:7]([C:10]([C:12]2[CH:13]=[C:14]3[C:18](=[CH:19][CH:20]=2)[NH:17][C:16]([C:21]([OH:23])=O)=[CH:15]3)=[O:11])[CH2:6][CH2:5]1)([CH3:3])[CH3:2].C1(N2CCN(C(C3C=C4C(=CC=3)NC(C(N3CCS(=O)(=O)CC3)=O)=C4)=O)CC2)CCCC1.F[B-](F)(F)F.N1(OC(N(C)C)=[N+](C)C)C2C=CC=CC=2N=N1.[O:78]1[C:82]2([CH2:87][CH2:86][NH:85][CH2:84][CH2:83]2)[O:81][CH2:80][CH2:79]1.C(N(CC)C(C)C)(C)C. Given the product [O:78]1[C:82]2([CH2:87][CH2:86][N:85]([C:21]([C:16]3[NH:17][C:18]4[C:14]([CH:15]=3)=[CH:13][C:12]([C:10]([N:7]3[CH2:8][CH2:9][N:4]([CH:1]([CH3:2])[CH3:3])[CH2:5][CH2:6]3)=[O:11])=[CH:20][CH:19]=4)=[O:23])[CH2:84][CH2:83]2)[O:81][CH2:80][CH2:79]1, predict the reactants needed to synthesize it. (6) Given the product [CH3:13][O:1][C:2]1[CH:11]=[C:10]2[C:5]([CH2:6][CH2:7][C:8](=[O:12])[NH:9]2)=[CH:4][CH:3]=1, predict the reactants needed to synthesize it. The reactants are: [OH:1][C:2]1[CH:11]=[C:10]2[C:5]([CH2:6][CH2:7][C:8](=[O:12])[NH:9]2)=[CH:4][CH:3]=1.[C:13](=O)([O-])[O-].[K+].[K+].IC.